Dataset: Reaction yield outcomes from USPTO patents with 853,638 reactions. Task: Predict the reaction yield, written as a fraction of the theoretical maximum amount of product (1.0 means a 100% yield; for example, 0.34 means a 34% yield). (1) The reactants are F[C:2]1[C:3]([CH3:22])=[N:4][C:5]2[C:10]([N:11]=1)=[C:9]([C:12]1[NH:20][C:19]3[CH2:18][CH2:17][NH:16][C:15](=[O:21])[C:14]=3[CH:13]=1)[CH:8]=[CH:7][CH:6]=2.[CH3:23][C:24]([NH2:27])([CH3:26])[CH3:25]. No catalyst specified. The product is [C:24]([NH:27][C:2]1[C:3]([CH3:22])=[N:4][C:5]2[C:10]([N:11]=1)=[C:9]([C:12]1[NH:20][C:19]3[CH2:18][CH2:17][NH:16][C:15](=[O:21])[C:14]=3[CH:13]=1)[CH:8]=[CH:7][CH:6]=2)([CH3:26])([CH3:25])[CH3:23]. The yield is 0.320. (2) The reactants are [BH4-].[Na+].[CH:3]1([CH2:8][CH2:9][CH2:10][C:11](=[O:13])[CH3:12])[CH2:7][CH2:6][CH2:5][CH2:4]1.O. The catalyst is CO. The product is [CH:3]1([CH2:8][CH2:9][CH2:10][CH:11]([OH:13])[CH3:12])[CH2:7][CH2:6][CH2:5][CH2:4]1. The yield is 0.900. (3) The reactants are [Cl:1][C:2]1[CH:7]=[CH:6][CH:5]=[CH:4][C:3]=1[CH:8]=[N:9][O:10][CH3:11].[Br:12]N1C(=O)CCC1=O.C(O)(=O)C.O. The catalyst is ClCCCl.FC(F)(F)C([O-])=O.[Ag+].C([O-])(=O)C.[Pd+2].C([O-])(=O)C.C(Cl)Cl. The product is [Br:12][C:4]1[CH:5]=[CH:6][CH:7]=[C:2]([Cl:1])[C:3]=1[CH:8]=[N:9][O:10][CH3:11]. The yield is 0.544. (4) The reactants are [C:1]([CH2:3][C@@H:4]1[CH2:8][C@H:7]([NH:9][C:10]([C:12]2[C:20]3[C:15](=[CH:16][CH:17]=[CH:18][CH:19]=3)[N:14]([CH:21]([CH3:23])[CH3:22])[N:13]=2)=[O:11])[CH2:6][N:5]1[C:24]([O:26][C:27]([CH3:30])([CH3:29])[CH3:28])=[O:25])#[N:2].[OH-].[NH4+]. The catalyst is CO.[Ni]. The product is [NH2:2][CH2:1][CH2:3][C@@H:4]1[CH2:8][C@H:7]([NH:9][C:10]([C:12]2[C:20]3[C:15](=[CH:16][CH:17]=[CH:18][CH:19]=3)[N:14]([CH:21]([CH3:23])[CH3:22])[N:13]=2)=[O:11])[CH2:6][N:5]1[C:24]([O:26][C:27]([CH3:29])([CH3:28])[CH3:30])=[O:25]. The yield is 0.650. (5) The reactants are O[C:2]1[CH:3]=[C:4]([NH:8][C:9]2[N:14]=[C:13]([NH:15][C:16]3[CH:21]=[CH:20][CH:19]=[C:18](O)[CH:17]=3)[C:12]([F:23])=[CH:11][N:10]=2)[CH:5]=[CH:6][CH:7]=1.[CH2:24]([N:31]1[CH2:36][CH2:35][N:34](C2C=CC(N)=CC=2)[CH2:33][CH2:32]1)[C:25]1[CH:30]=[CH:29][CH:28]=[CH:27][CH:26]=1.Cl[C:45]1[N:50]=[C:49](Cl)[C:48](F)=[CH:47]N=1. No catalyst specified. The product is [CH2:49]([N:50]1[CH2:45][CH2:9][N:8]([C:7]2[CH:6]=[CH:5][C:4]([NH:8][C:9]3[N:14]=[C:13]([NH:15][C:16]4[CH:21]=[CH:20][C:19]([N:34]5[CH2:33][CH2:32][N:31]([CH2:24][C:25]6[CH:26]=[CH:27][CH:28]=[CH:29][CH:30]=6)[CH2:36][CH2:35]5)=[CH:18][CH:17]=4)[C:12]([F:23])=[CH:11][N:10]=3)=[CH:3][CH:2]=2)[CH2:4][CH2:3]1)[C:48]1[CH:47]=[CH:2][CH:7]=[CH:6][CH:5]=1. The yield is 0.640. (6) The reactants are [CH2:1]([N:4]([CH2:19][CH2:20][CH3:21])[CH2:5][CH2:6][CH2:7][CH2:8][NH:9][CH2:10][C:11]1[CH:18]=[CH:17][C:14]([C:15]#[N:16])=[CH:13][CH:12]=1)[CH2:2][CH3:3].C(=O)([O-])[O-].[K+].[K+].Br[CH2:29][C:30]([O:32][CH2:33][CH3:34])=[O:31]. The catalyst is O1CCCC1. The product is [CH2:19]([N:4]([CH2:1][CH2:2][CH3:3])[CH2:5][CH2:6][CH2:7][CH2:8][N:9]([CH2:10][C:11]1[CH:12]=[CH:13][C:14]([C:15]#[N:16])=[CH:17][CH:18]=1)[CH2:29][C:30]([O:32][CH2:33][CH3:34])=[O:31])[CH2:20][CH3:21]. The yield is 0.760. (7) The reactants are C([O:3][C:4]1[CH2:13][C:12]2[C:11]([NH2:14])=[CH:10][CH:9]=[CH:8][C:7]=2[CH2:6][CH:5]=1)C.Cl.[Na]. The catalyst is O1CCCC1. The product is [NH2:14][C:11]1[CH:10]=[CH:9][CH:8]=[C:7]2[C:12]=1[CH2:13][C:4](=[O:3])[CH2:5][CH2:6]2. The yield is 0.780.